From a dataset of NCI-60 drug combinations with 297,098 pairs across 59 cell lines. Regression. Given two drug SMILES strings and cell line genomic features, predict the synergy score measuring deviation from expected non-interaction effect. (1) Drug 1: CC1CCC2CC(C(=CC=CC=CC(CC(C(=O)C(C(C(=CC(C(=O)CC(OC(=O)C3CCCCN3C(=O)C(=O)C1(O2)O)C(C)CC4CCC(C(C4)OC)OCCO)C)C)O)OC)C)C)C)OC. Drug 2: CC1C(C(CC(O1)OC2CC(CC3=C2C(=C4C(=C3O)C(=O)C5=CC=CC=C5C4=O)O)(C(=O)C)O)N)O. Cell line: SF-295. Synergy scores: CSS=54.6, Synergy_ZIP=-0.101, Synergy_Bliss=0.152, Synergy_Loewe=6.23, Synergy_HSA=6.97. (2) Drug 1: CC12CCC3C(C1CCC2=O)CC(=C)C4=CC(=O)C=CC34C. Drug 2: CN1C2=C(C=C(C=C2)N(CCCl)CCCl)N=C1CCCC(=O)O.Cl. Cell line: A549. Synergy scores: CSS=25.6, Synergy_ZIP=-0.0728, Synergy_Bliss=2.40, Synergy_Loewe=-15.8, Synergy_HSA=2.00. (3) Drug 1: C1=CC(=CC=C1CCC2=CNC3=C2C(=O)NC(=N3)N)C(=O)NC(CCC(=O)O)C(=O)O. Drug 2: C(CN)CNCCSP(=O)(O)O. Cell line: SK-MEL-5. Synergy scores: CSS=8.98, Synergy_ZIP=-2.03, Synergy_Bliss=1.54, Synergy_Loewe=-24.1, Synergy_HSA=-0.503. (4) Drug 2: CCC1(CC2CC(C3=C(CCN(C2)C1)C4=CC=CC=C4N3)(C5=C(C=C6C(=C5)C78CCN9C7C(C=CC9)(C(C(C8N6C=O)(C(=O)OC)O)OC(=O)C)CC)OC)C(=O)OC)O.OS(=O)(=O)O. Synergy scores: CSS=38.7, Synergy_ZIP=1.23, Synergy_Bliss=3.14, Synergy_Loewe=-40.5, Synergy_HSA=1.38. Drug 1: CN1CCC(CC1)COC2=C(C=C3C(=C2)N=CN=C3NC4=C(C=C(C=C4)Br)F)OC. Cell line: SK-MEL-2. (5) Drug 1: COC1=C(C=C2C(=C1)N=CN=C2NC3=CC(=C(C=C3)F)Cl)OCCCN4CCOCC4. Drug 2: CCCCCOC(=O)NC1=NC(=O)N(C=C1F)C2C(C(C(O2)C)O)O. Cell line: HCT116. Synergy scores: CSS=14.4, Synergy_ZIP=-3.47, Synergy_Bliss=3.50, Synergy_Loewe=-2.39, Synergy_HSA=2.99. (6) Synergy scores: CSS=8.82, Synergy_ZIP=2.51, Synergy_Bliss=4.21, Synergy_Loewe=5.99, Synergy_HSA=3.13. Drug 2: C(=O)(N)NO. Cell line: BT-549. Drug 1: C1=CC(=CC=C1C#N)C(C2=CC=C(C=C2)C#N)N3C=NC=N3. (7) Drug 1: C1CCN(CC1)CCOC2=CC=C(C=C2)C(=O)C3=C(SC4=C3C=CC(=C4)O)C5=CC=C(C=C5)O. Drug 2: CCCCCOC(=O)NC1=NC(=O)N(C=C1F)C2C(C(C(O2)C)O)O. Cell line: MOLT-4. Synergy scores: CSS=3.84, Synergy_ZIP=-1.97, Synergy_Bliss=-4.45, Synergy_Loewe=-5.93, Synergy_HSA=-3.92. (8) Drug 1: CC=C1C(=O)NC(C(=O)OC2CC(=O)NC(C(=O)NC(CSSCCC=C2)C(=O)N1)C(C)C)C(C)C. Drug 2: CS(=O)(=O)OCCCCOS(=O)(=O)C. Cell line: MOLT-4. Synergy scores: CSS=62.6, Synergy_ZIP=0.130, Synergy_Bliss=2.80, Synergy_Loewe=-23.0, Synergy_HSA=2.65. (9) Drug 1: C1CCN(CC1)CCOC2=CC=C(C=C2)C(=O)C3=C(SC4=C3C=CC(=C4)O)C5=CC=C(C=C5)O. Drug 2: CCCCCOC(=O)NC1=NC(=O)N(C=C1F)C2C(C(C(O2)C)O)O. Cell line: SF-539. Synergy scores: CSS=-6.08, Synergy_ZIP=1.86, Synergy_Bliss=-1.07, Synergy_Loewe=-5.69, Synergy_HSA=-5.31.